Dataset: Forward reaction prediction with 1.9M reactions from USPTO patents (1976-2016). Task: Predict the product of the given reaction. (1) Given the reactants [C:1]1([N:7]([CH2:12][C:13]([OH:15])=O)[CH2:8][C:9]([OH:11])=[O:10])[CH:6]=[CH:5][CH:4]=[CH:3][CH:2]=1.N=C=N.ClCCl.[CH2:22]([O:26][C:27]1[CH:44]=[CH:43][CH:42]=[CH:41][C:28]=1[CH2:29][N:30]1[CH2:35][CH2:34][C:33]2([CH2:40][CH2:39][NH:38][CH2:37][CH2:36]2)[CH2:32][CH2:31]1)[CH:23]([CH3:25])[CH3:24], predict the reaction product. The product is: [CH2:22]([O:26][C:27]1[CH:44]=[CH:43][CH:42]=[CH:41][C:28]=1[CH2:29][N:30]1[CH2:35][CH2:34][C:33]2([CH2:40][CH2:39][N:38]([C:13](=[O:15])[CH2:12][N:7]([CH2:8][C:9]([OH:11])=[O:10])[C:1]3[CH:2]=[CH:3][CH:4]=[CH:5][CH:6]=3)[CH2:37][CH2:36]2)[CH2:32][CH2:31]1)[CH:23]([CH3:25])[CH3:24]. (2) Given the reactants C(O)(C(F)(F)F)=O.[S:8]1[CH:12]=[C:11]([CH2:13][O:14][C:15]2[C:20]([CH:21]3[CH2:26][CH2:25][N:24](C(OC(C)(C)C)=O)[CH2:23][CH2:22]3)=[CH:19][CH:18]=[CH:17][N:16]=2)[N:10]=[CH:9]1.C([O-])([O-])=O.[K+].[K+], predict the reaction product. The product is: [NH:24]1[CH2:25][CH2:26][CH:21]([C:20]2[C:15]([O:14][CH2:13][C:11]3[N:10]=[CH:9][S:8][CH:12]=3)=[N:16][CH:17]=[CH:18][CH:19]=2)[CH2:22][CH2:23]1.